From a dataset of Experimentally validated miRNA-target interactions with 360,000+ pairs, plus equal number of negative samples. Binary Classification. Given a miRNA mature sequence and a target amino acid sequence, predict their likelihood of interaction. The miRNA is hsa-miR-655-5p with sequence AGAGGUUAUCCGUGUUAUGUUC. The protein sequence of the target gene is MVQRYQSPVRVYKYPFELVMAAYEKRFPTCPQIPVFLGSEVLRESRSPDGAVHVVERSCRLRVDAPRLLRKIAGVEHVVFVQTNILNWKERTLLIEAHNETFANRVVVNEHCSYTVHPENEDWTCFEQSASLDIRSFFGFENALEKIAMKQYTANVKRGKEVIEHYLNELISQGTSHIPRWTPAPVREEDARNQAGPRDPSSLEAHGPRSTLGPALEAVSMDGDKLDADYIERCLGHLTPMQESCLIQLRHWLQETHKGKIPKDEHILRFLRAHDFHLDKAREMLRQSLSWRKQHQVDLL.... Result: 1 (interaction).